From a dataset of Reaction yield outcomes from USPTO patents with 853,638 reactions. Predict the reaction yield, written as a fraction of the theoretical maximum amount of product (1.0 means a 100% yield; for example, 0.34 means a 34% yield). (1) The reactants are [CH2:1]([N:8]1[C:16]2[C:11](=[CH:12][C:13]([C:17]3[CH:22]=[C:21]([C:23]([F:26])([F:25])[F:24])[CH:20]=[C:19]([C:27]([F:30])([F:29])[F:28])[CH:18]=3)=[CH:14][CH:15]=2)[C:10]([C:31](=[O:37])[C:32]([O:34]CC)=[O:33])=[CH:9]1)[C:2]1[CH:7]=[CH:6][CH:5]=[CH:4][CH:3]=1.[OH-].[K+]. The catalyst is C1COCC1.O. The product is [CH2:1]([N:8]1[C:16]2[C:11](=[CH:12][C:13]([C:17]3[CH:18]=[C:19]([C:27]([F:28])([F:29])[F:30])[CH:20]=[C:21]([C:23]([F:26])([F:24])[F:25])[CH:22]=3)=[CH:14][CH:15]=2)[C:10]([C:31](=[O:37])[C:32]([OH:34])=[O:33])=[CH:9]1)[C:2]1[CH:3]=[CH:4][CH:5]=[CH:6][CH:7]=1. The yield is 0.470. (2) The reactants are C1(P(C2CCCCC2)C2C=CC=CC=2C2C(OC)=CC=CC=2OC)CCCCC1.C(=O)([O-])[O-].[K+].[K+].[CH3:36][N:37]([CH3:54])[CH2:38][C:39]1[CH:44]=[CH:43][C:42](B2OC(C)(C)C(C)(C)O2)=[CH:41][CH:40]=1.[C:55]([O:59][C:60](=[O:88])[NH:61][C@H:62]1[CH2:67][CH2:66][C@@H:65]([N:68]2[C:73](=[O:74])[C:72]3[CH:75]=[C:76]([F:79])[CH:77]=[N:78][C:71]=3[N:70]([C:80]3[CH:85]=[CH:84][CH:83]=[C:82](I)[CH:81]=3)[C:69]2=[O:87])[CH2:64][CH2:63]1)([CH3:58])([CH3:57])[CH3:56]. The catalyst is O.C([O-])(=O)C.[Pd+2].C([O-])(=O)C.C(#N)C. The product is [C:55]([O:59][C:60](=[O:88])[NH:61][C@H:62]1[CH2:67][CH2:66][C@@H:65]([N:68]2[C:73](=[O:74])[C:72]3[CH:75]=[C:76]([F:79])[CH:77]=[N:78][C:71]=3[N:70]([C:80]3[CH:85]=[C:84]([C:42]4[CH:41]=[CH:40][C:39]([CH2:38][N:37]([CH3:36])[CH3:54])=[CH:44][CH:43]=4)[CH:83]=[CH:82][CH:81]=3)[C:69]2=[O:87])[CH2:64][CH2:63]1)([CH3:58])([CH3:56])[CH3:57]. The yield is 0.690.